Dataset: Full USPTO retrosynthesis dataset with 1.9M reactions from patents (1976-2016). Task: Predict the reactants needed to synthesize the given product. (1) The reactants are: [C:1]([O:4][C:5](=[O:7])[CH3:6])(=O)[CH3:2].[F:8][C:9]1[CH:14]=[C:13]([F:15])[CH:12]=[CH:11][C:10]=1[C@:16]12[CH2:25][O:24][C@@H](C=O)[CH2:22][C@H:21]1[CH2:20][S:19][C:18]([NH:28][C:29](=[O:36])[C:30]1[CH:35]=[CH:34][CH:33]=[CH:32][CH:31]=1)=[N:17]2.C(=O)([O-])[O-].[K+].[K+]. Given the product [C:5]([O:4][CH:1]=[C:2]1[O:24][CH2:25][C@:16]2([C:10]3[CH:11]=[CH:12][C:13]([F:15])=[CH:14][C:9]=3[F:8])[N:17]=[C:18]([NH:28][C:29](=[O:36])[C:30]3[CH:31]=[CH:32][CH:33]=[CH:34][CH:35]=3)[S:19][CH2:20][C@@H:21]2[CH2:22]1)(=[O:7])[CH3:6], predict the reactants needed to synthesize it. (2) Given the product [CH2:5]1[C:24]2[C:25](=[CH:26][CH:21]=[CH:22][CH:23]=2)[CH2:6][CH2:4]1, predict the reactants needed to synthesize it. The reactants are: CCN(C(C)C)[CH:4]([CH3:6])[CH3:5].CCN=C=NCCCN(C)C.[CH:21]1[CH:22]=[CH:23][C:24]2N(O)N=N[C:25]=2[CH:26]=1. (3) Given the product [Br:1][C:2]1[CH:3]=[C:4]2[C:12](=[CH:13][CH:14]=1)[NH:11][C:10]1[CH:9]([NH:15][C:17]3[CH:24]=[CH:23][C:20]([C:21]#[N:22])=[CH:19][N:18]=3)[CH2:8][CH2:7][CH2:6][C:5]2=1, predict the reactants needed to synthesize it. The reactants are: [Br:1][C:2]1[CH:3]=[C:4]2[C:12](=[CH:13][CH:14]=1)[NH:11][C:10]1[CH:9]([NH2:15])[CH2:8][CH2:7][CH2:6][C:5]2=1.Cl[C:17]1[CH:24]=[CH:23][C:20]([C:21]#[N:22])=[CH:19][N:18]=1. (4) The reactants are: [C:1]([NH:8][CH2:9][CH2:10][C:11]1[CH:19]=[C:18]([F:20])[C:14]([C:15]([NH2:17])=O)=[C:13]([F:21])[CH:12]=1)([O:3][C:4]([CH3:7])([CH3:6])[CH3:5])=[O:2].N1C(Cl)=NC(Cl)=NC=1Cl.O. Given the product [C:1]([NH:8][CH2:9][CH2:10][C:11]1[CH:12]=[C:13]([F:21])[C:14]([C:15]#[N:17])=[C:18]([F:20])[CH:19]=1)([O:3][C:4]([CH3:6])([CH3:7])[CH3:5])=[O:2], predict the reactants needed to synthesize it. (5) Given the product [F:11][C:8]1[CH:9]=[CH:10][C:5]([CH:3]([OH:4])[CH:2]([NH:1][C:38]([C:31]2[C:32]3[C:37](=[CH:36][CH:35]=[CH:34][CH:33]=3)[C:28]([F:27])=[CH:29][CH:30]=2)=[O:39])[CH2:12][C:13]2[CH:18]=[C:17]([CH3:19])[CH:16]=[C:15]([O:20][C:21]([F:26])([F:25])[CH:22]([F:24])[F:23])[CH:14]=2)=[CH:6][CH:7]=1, predict the reactants needed to synthesize it. The reactants are: [NH2:1][CH:2]([CH2:12][C:13]1[CH:18]=[C:17]([CH3:19])[CH:16]=[C:15]([O:20][C:21]([F:26])([F:25])[CH:22]([F:24])[F:23])[CH:14]=1)[CH:3]([C:5]1[CH:10]=[CH:9][C:8]([F:11])=[CH:7][CH:6]=1)[OH:4].[F:27][C:28]1[C:37]2[C:32](=[CH:33][CH:34]=[CH:35][CH:36]=2)[C:31]([C:38](O)=[O:39])=[CH:30][CH:29]=1.Cl.C(N=C=NCCCN(C)C)C.ON1C2C=CC=CC=2N=N1. (6) Given the product [Cl:20][C:15]1[CH:14]=[C:13]([CH:18]=[C:17]([CH3:19])[CH:16]=1)[O:12][CH2:11][C:9]1[C:8]([CH:21]2[CH2:23][CH2:22]2)=[CH:7][N:6]2[C:2]([NH:30][S:27]([CH3:24])(=[O:29])=[O:28])=[N:3][N:4]=[C:5]2[CH:10]=1, predict the reactants needed to synthesize it. The reactants are: Br[C:2]1[N:6]2[CH:7]=[C:8]([CH:21]3[CH2:23][CH2:22]3)[C:9]([CH2:11][O:12][C:13]3[CH:18]=[C:17]([CH3:19])[CH:16]=[C:15]([Cl:20])[CH:14]=3)=[CH:10][C:5]2=[N:4][N:3]=1.[CH:24]1([S:27]([NH2:30])(=[O:29])=[O:28])CC1.CS(N)(=O)=O. (7) The reactants are: [Br:1][C:2]1[CH:7]=[CH:6][C:5]([C:8](=O)[CH3:9])=[CH:4][CH:3]=1.[NH:11]1[CH2:15][CH2:14][CH2:13][CH2:12]1.C([BH3-])#N.[Na+]. Given the product [Br:1][C:2]1[CH:7]=[CH:6][C:5]([CH:8]([N:11]2[CH2:15][CH2:14][CH2:13][CH2:12]2)[CH3:9])=[CH:4][CH:3]=1, predict the reactants needed to synthesize it. (8) Given the product [CH3:50][Si:2]([CH3:49])([CH3:1])[CH2:3][CH2:4][O:5][CH2:6][N:7]([CH2:41][O:42][CH2:43][CH2:44][Si:45]([CH3:48])([CH3:47])[CH3:46])[C:8]1[N:13]2[N:14]=[CH:15][C:16]([C:17]3[CH:18]=[N:19][N:20]([C:22]4[CH:27]=[CH:26][CH:25]=[CH:24][CH:23]=4)[CH:21]=3)=[C:12]2[N:11]=[C:10]([CH:28]2[CH2:29][CH2:30][C:31]([CH2:39][OH:40])([C:34]([O:36][CH2:37][CH3:38])=[O:35])[CH2:32][CH2:33]2)[C:9]=1[Br:58], predict the reactants needed to synthesize it. The reactants are: [CH3:1][Si:2]([CH3:50])([CH3:49])[CH2:3][CH2:4][O:5][CH2:6][N:7]([CH2:41][O:42][CH2:43][CH2:44][Si:45]([CH3:48])([CH3:47])[CH3:46])[C:8]1[N:13]2[N:14]=[CH:15][C:16]([C:17]3[CH:18]=[N:19][N:20]([C:22]4[CH:27]=[CH:26][CH:25]=[CH:24][CH:23]=4)[CH:21]=3)=[C:12]2[N:11]=[C:10]([CH:28]2[CH2:33][CH2:32][C:31]([CH2:39][OH:40])([C:34]([O:36][CH2:37][CH3:38])=[O:35])[CH2:30][CH2:29]2)[CH:9]=1.C1C(=O)N([Br:58])C(=O)C1. (9) Given the product [CH3:1][O:2][C:3](=[O:16])[C:4]1[CH:9]=[C:8]([S:10](=[O:14])(=[O:13])[NH:11][CH3:12])[CH:7]=[CH:6][C:5]=1[O:15][CH2:17][CH:18]([CH3:21])[CH3:19], predict the reactants needed to synthesize it. The reactants are: [CH3:1][O:2][C:3](=[O:16])[C:4]1[CH:9]=[C:8]([S:10](=[O:14])(=[O:13])[NH:11][CH3:12])[CH:7]=[CH:6][C:5]=1[OH:15].[CH3:17][CH:18]([CH3:21])[CH2:19]O.C1(P(C2C=CC=CC=2)C2C=CC=CC=2)C=CC=CC=1.N(C(OC(C)(C)C)=O)=NC(OC(C)(C)C)=O. (10) Given the product [CH3:12][O:13][C:14]1[CH:21]=[CH:20][C:17]([CH2:18][O:9][CH2:6][C:14]2[CH:21]=[CH:20][C:17]([O:5][CH3:4])=[CH:16][CH:15]=2)=[CH:16][CH:15]=1, predict the reactants needed to synthesize it. The reactants are: CN([CH:4]=[O:5])C.[C:6](=[O:9])([O-])[O-].[K+].[K+].[CH3:12][O:13][C:14]1[CH:21]=[CH:20][C:17]([CH2:18]Cl)=[CH:16][CH:15]=1.[I-].[Na+].